Task: Predict the reactants needed to synthesize the given product.. Dataset: Full USPTO retrosynthesis dataset with 1.9M reactions from patents (1976-2016) (1) Given the product [F:30][C:27]1[CH:26]=[CH:25][C:24]([C:7]2[N:6]=[C:5]3[C:3]([OH:2])=[C:13]([C:14]4[C:15]([F:22])=[CH:16][C:17]([F:21])=[CH:18][C:19]=4[F:20])[C:12](=[O:23])[NH:11][C:10]3=[N:9][CH:8]=2)=[CH:29][CH:28]=1, predict the reactants needed to synthesize it. The reactants are: C[O:2][C:3]([C:5]1[C:10]([NH:11][C:12](=[O:23])[CH2:13][C:14]2[C:19]([F:20])=[CH:18][C:17]([F:21])=[CH:16][C:15]=2[F:22])=[N:9][CH:8]=[C:7]([C:24]2[CH:29]=[CH:28][C:27]([F:30])=[CH:26][CH:25]=2)[N:6]=1)=O.C(=O)([O-])[O-].[K+].[K+].CN(C=O)C. (2) Given the product [Cl:37][C:30]1[CH:31]=[CH:32][CH:33]=[C:34]([O:35][CH3:36])[C:29]=1[CH2:28][C:27]([N:11]1[C@@H:10]([CH2:9][OH:8])[CH2:19][C:18]2[C:13](=[CH:14][CH:15]=[CH:16][C:17]=2[CH2:20][CH2:21][C:22]([OH:25])([CH3:23])[CH3:24])[C@@H:12]1[CH3:26])=[O:38], predict the reactants needed to synthesize it. The reactants are: [Si]([O:8][CH2:9][C@H:10]1[CH2:19][C:18]2[C:13](=[CH:14][CH:15]=[CH:16][C:17]=2[CH2:20][CH2:21][C:22]([OH:25])([CH3:24])[CH3:23])[C@H:12]([CH3:26])[N:11]1[C:27](=[O:38])[CH2:28][C:29]1[C:34]([O:35][CH3:36])=[CH:33][CH:32]=[CH:31][C:30]=1[Cl:37])(C(C)(C)C)(C)C.C(O)(=O)C.O.